From a dataset of Forward reaction prediction with 1.9M reactions from USPTO patents (1976-2016). Predict the product of the given reaction. (1) Given the reactants [C:1]([O-])([O-])=O.[K+].[K+].[C:7]([O:11][C:12]([N:14]1[CH2:19][CH2:18][C:17]([CH:21]=O)([CH3:20])[CH2:16][CH2:15]1)=[O:13])([CH3:10])([CH3:9])[CH3:8].[N+](=C(P(=O)(OC)OC)C(=O)C)=[N-], predict the reaction product. The product is: [C:7]([O:11][C:12]([N:14]1[CH2:19][CH2:18][C:17]([C:21]#[CH:1])([CH3:20])[CH2:16][CH2:15]1)=[O:13])([CH3:10])([CH3:9])[CH3:8]. (2) Given the reactants [CH3:1][O:2][C:3]1[CH:8]=[CH:7][C:6]([S:9]([C:12]([CH2:19][C:20]#[CH:21])([CH2:16][C:17]#[CH:18])[C:13](O)=[O:14])(=[O:11])=[O:10])=[CH:5][CH:4]=1.Cl.[NH2:23][OH:24], predict the reaction product. The product is: [OH:24][NH:23][C:13](=[O:14])[C:12]([S:9]([C:6]1[CH:7]=[CH:8][C:3]([O:2][CH3:1])=[CH:4][CH:5]=1)(=[O:11])=[O:10])([CH2:19][C:20]#[CH:21])[CH2:16][C:17]#[CH:18].